Dataset: Forward reaction prediction with 1.9M reactions from USPTO patents (1976-2016). Task: Predict the product of the given reaction. (1) Given the reactants Cl[C:2]1[C:3](F)=[CH:4][C:5](F)=[C:6]([CH:14]=1)[C:7](NS(C)(=O)=O)=[O:8].[Cl:17][C:18]1[C:19](F)=[CH:20][C:21]([F:33])=[C:22]([CH:32]=1)[C:23]([NH:25][S:26](=[O:31])(=[O:30])[N:27]([CH3:29])[CH3:28])=[O:24], predict the reaction product. The product is: [C:6]12([CH2:7][O:8][C:19]3[C:18]([Cl:17])=[CH:32][C:22]([C:23]([NH:25][S:26](=[O:31])(=[O:30])[N:27]([CH3:29])[CH3:28])=[O:24])=[C:21]([F:33])[CH:20]=3)[CH2:5][CH:4]3[CH2:5][CH:6]([CH2:14][CH:2]([CH2:3]3)[CH2:14]1)[CH2:7]2. (2) Given the reactants [Cl:1][C:2]1[N:10]=[CH:9][N:8]=[C:7]2[C:3]=1[NH:4][CH:5]=[N:6]2.N12CCCN=C1CCCCC2.FC(F)(F)S(O[Si](C)(C)C)(=O)=O.[C:34]([O:42][CH2:43][C@@H:44]1[C@@:48]([O:50][C:51](=[O:53])[CH3:52])([CH3:49])[C@:47]([F:55])([CH3:54])[CH:46](OC(=O)C)[O:45]1)(=[O:41])[C:35]1[CH:40]=[CH:39][CH:38]=[CH:37][CH:36]=1, predict the reaction product. The product is: [C:34]([O:42][CH2:43][C@@H:44]1[C@@:48]([O:50][C:51](=[O:53])[CH3:52])([CH3:49])[C@:47]([F:55])([CH3:54])[CH:46]([N:6]2[CH:5]=[N:4][C:3]3[C:7]2=[N:8][CH:9]=[N:10][C:2]=3[Cl:1])[O:45]1)(=[O:41])[C:35]1[CH:36]=[CH:37][CH:38]=[CH:39][CH:40]=1.